The task is: Predict the reactants needed to synthesize the given product.. This data is from Full USPTO retrosynthesis dataset with 1.9M reactions from patents (1976-2016). Given the product [C:16]1([CH:22]([C:26]2[CH:27]=[CH:28][CH:29]=[CH:30][CH:31]=2)[CH2:23][CH2:24][N:4]2[C@H:5]([CH2:8][OH:9])[C@@H:6]([OH:7])[C@H:2]([OH:1])[C@H:3]2[CH2:10][C:11]([NH:13][CH2:14][CH3:15])=[O:12])[CH:21]=[CH:20][CH:19]=[CH:18][CH:17]=1, predict the reactants needed to synthesize it. The reactants are: [OH:1][C@H:2]1[C@H:6]([OH:7])[C@@H:5]([CH2:8][OH:9])[NH:4][C@@H:3]1[CH2:10][C:11]([NH:13][CH2:14][CH3:15])=[O:12].[C:16]1([CH:22]([C:26]2[CH:31]=[CH:30][CH:29]=[CH:28][CH:27]=2)[CH2:23][CH:24]=O)[CH:21]=[CH:20][CH:19]=[CH:18][CH:17]=1.